From a dataset of Catalyst prediction with 721,799 reactions and 888 catalyst types from USPTO. Predict which catalyst facilitates the given reaction. (1) Reactant: CN([P+](ON1N=NC2C=CC=CC1=2)(N(C)C)N(C)C)C.F[P-](F)(F)(F)(F)F.C(N(CC)CC)C.[NH2:35][C:36]1[N:44]=[CH:43][CH:42]=[CH:41][C:37]=1[C:38]([OH:40])=O.[NH2:45][CH2:46][C:47]1[O:48][C:49]([O:52][C:53]2[CH:58]=[CH:57][CH:56]=[CH:55][CH:54]=2)=[CH:50][CH:51]=1. Product: [O:52]([C:49]1[O:48][C:47]([CH2:46][NH:45][C:38](=[O:40])[C:37]2[CH:41]=[CH:42][CH:43]=[N:44][C:36]=2[NH2:35])=[CH:51][CH:50]=1)[C:53]1[CH:54]=[CH:55][CH:56]=[CH:57][CH:58]=1. The catalyst class is: 3. (2) Reactant: C(OC([N:8]1[CH2:13][CH2:12][CH:11]([S:14][C:15]2[CH:16]=[CH:17][C:18]3[O:27][CH2:26][CH2:25][N:24]4[C:20](=[N:21][C:22]([C:28]5[N:29]([CH:33]([CH3:35])[CH3:34])[N:30]=[CH:31][N:32]=5)=[CH:23]4)[C:19]=3[CH:36]=2)[CH2:10][CH2:9]1)=O)(C)(C)C.C(O)(C(F)(F)F)=O. Product: [CH:33]([N:29]1[C:28]([C:22]2[N:21]=[C:20]3[N:24]([CH2:25][CH2:26][O:27][C:18]4[CH:17]=[CH:16][C:15]([S:14][CH:11]5[CH2:12][CH2:13][NH:8][CH2:9][CH2:10]5)=[CH:36][C:19]=43)[CH:23]=2)=[N:32][CH:31]=[N:30]1)([CH3:35])[CH3:34]. The catalyst class is: 2.